The task is: Predict the reactants needed to synthesize the given product.. This data is from Full USPTO retrosynthesis dataset with 1.9M reactions from patents (1976-2016). (1) The reactants are: Cl[C:2]1[C:7]2=[CH:8][N:9]([C:11]3[C:16]([Cl:17])=[CH:15][CH:14]=[CH:13][C:12]=3[Cl:18])[N:10]=[C:6]2[CH:5]=[CH:4][N:3]=1.[CH:19]1([C:22]2[N:27]=[CH:26][N:25]=[C:24]([NH2:28])[CH:23]=2)[CH2:21][CH2:20]1.CC1(C)C2C(=C(P(C3C=CC=CC=3)C3C=CC=CC=3)C=CC=2)OC2C(P(C3C=CC=CC=3)C3C=CC=CC=3)=CC=CC1=2.C(=O)([O-])[O-].[Cs+].[Cs+]. Given the product [CH:19]1([C:22]2[N:27]=[CH:26][N:25]=[C:24]([NH:28][C:2]3[C:7]4=[CH:8][N:9]([C:11]5[C:16]([Cl:17])=[CH:15][CH:14]=[CH:13][C:12]=5[Cl:18])[N:10]=[C:6]4[CH:5]=[CH:4][N:3]=3)[CH:23]=2)[CH2:21][CH2:20]1, predict the reactants needed to synthesize it. (2) Given the product [CH:26]([N:19]1[CH2:25][CH2:24][CH2:23][N:22]([C:2]2[N:3]([C:13]3[CH:18]=[CH:17][CH:16]=[CH:15][CH:14]=3)[C:4]3[C:9]([C:10]=2[CH:11]=[O:12])=[CH:8][CH:7]=[CH:6][CH:5]=3)[CH2:21][CH2:20]1)=[O:27], predict the reactants needed to synthesize it. The reactants are: Cl[C:2]1[N:3]([C:13]2[CH:18]=[CH:17][CH:16]=[CH:15][CH:14]=2)[C:4]2[C:9]([C:10]=1[CH:11]=[O:12])=[CH:8][CH:7]=[CH:6][CH:5]=2.[N:19]1([CH:26]=[O:27])[CH2:25][CH2:24][CH2:23][NH:22][CH2:21][CH2:20]1. (3) The reactants are: C(Cl)(=O)C(Cl)=O.[CH3:7][O:8][C:9](=[O:21])[C:10]1[CH:15]=[CH:14][C:13]([CH2:16][C:17]([OH:19])=O)=[C:12]([CH3:20])[CH:11]=1.Cl.Cl.[CH:24]1([CH2:28][N:29]2[CH2:34][CH2:33][NH:32][CH2:31][CH2:30]2)[CH2:27][CH2:26][CH2:25]1.CCN(C(C)C)C(C)C. Given the product [CH3:7][O:8][C:9](=[O:21])[C:10]1[CH:15]=[CH:14][C:13]([CH2:16][C:17]([N:32]2[CH2:33][CH2:34][N:29]([CH2:28][CH:24]3[CH2:25][CH2:26][CH2:27]3)[CH2:30][CH2:31]2)=[O:19])=[C:12]([CH3:20])[CH:11]=1, predict the reactants needed to synthesize it. (4) Given the product [F:43][C:2]([F:1])([F:42])[C:3]1[CH:4]=[C:5]([CH:35]=[C:36]([C:38]([F:39])([F:41])[F:40])[CH:37]=1)[CH2:6][N:7]1[C:11]([C:12]2[CH:17]=[CH:16][CH:15]=[CH:14][CH:13]=2)=[C:10]([C:18]([C:20]2[N:21]([C:29]3[CH:34]=[CH:33][CH:32]=[CH:31][CH:30]=3)[N:22]=[N:23][CH:24]=2)=[O:19])[N:9]=[N:8]1, predict the reactants needed to synthesize it. The reactants are: [F:1][C:2]([F:43])([F:42])[C:3]1[CH:4]=[C:5]([CH:35]=[C:36]([C:38]([F:41])([F:40])[F:39])[CH:37]=1)[CH2:6][N:7]1[C:11]([C:12]2[CH:17]=[CH:16][CH:15]=[CH:14][CH:13]=2)=[C:10]([C:18]([C:20]2[N:21]([C:29]3[CH:34]=[CH:33][CH:32]=[CH:31][CH:30]=3)[N:22]=[N:23][C:24]=2[Si](C)(C)C)=[O:19])[N:9]=[N:8]1.[F-].C([NH3+])(C)(C)C.C(O)(=O)C. (5) Given the product [CH3:1][C:2]1[N:7]=[CH:6][C:5]([C:8]#[C:9][C:20]2[CH2:25][CH2:24][N:23]([C:26]([O:28][C:29]([CH3:32])([CH3:31])[CH3:30])=[O:27])[CH2:22][CH:21]=2)=[CH:4][N:3]=1, predict the reactants needed to synthesize it. The reactants are: [CH3:1][C:2]1[N:7]=[CH:6][C:5]([C:8]#[C:9][Si](C)(C)C)=[CH:4][N:3]=1.FC(F)(F)S(O[C:20]1[CH2:21][CH2:22][N:23]([C:26]([O:28][C:29]([CH3:32])([CH3:31])[CH3:30])=[O:27])[CH2:24][CH:25]=1)(=O)=O.